Dataset: Forward reaction prediction with 1.9M reactions from USPTO patents (1976-2016). Task: Predict the product of the given reaction. Given the reactants [Cl:1][C:2]1[C:7]([N:8]2[CH2:13][CH2:12][O:11][CH:10]([C:14]([N:16]3[CH2:21][CH2:20][O:19][CH2:18][CH2:17]3)=[O:15])[CH2:9]2)=[CH:6][C:5]([C:22]#[N:23])=[CH:4][C:3]=1[NH:24]C(=O)OC(C)(C)C.C(O)(C(F)(F)F)=O, predict the reaction product. The product is: [NH2:24][C:3]1[CH:4]=[C:5]([CH:6]=[C:7]([N:8]2[CH2:13][CH2:12][O:11][CH:10]([C:14]([N:16]3[CH2:21][CH2:20][O:19][CH2:18][CH2:17]3)=[O:15])[CH2:9]2)[C:2]=1[Cl:1])[C:22]#[N:23].